This data is from Forward reaction prediction with 1.9M reactions from USPTO patents (1976-2016). The task is: Predict the product of the given reaction. Given the reactants [F:1][C:2]([F:24])([F:23])[S:3]([O:6][C:7]1[CH:12]=[CH:11][C:10](C2C=CC=C3C=2C=CN=C3)=[CH:9][CH:8]=1)(=[O:5])=[O:4].Br[C:26]1[N:30]2[CH:31]=[CH:32][CH:33]=[CH:34][C:29]2=[N:28][CH:27]=1, predict the reaction product. The product is: [F:24][C:2]([F:1])([F:23])[S:3]([O:6][C:7]1[CH:8]=[CH:9][CH:10]=[CH:11][C:12]=1[C:26]1[N:30]2[CH:31]=[CH:32][CH:33]=[CH:34][C:29]2=[N:28][CH:27]=1)(=[O:4])=[O:5].